This data is from Forward reaction prediction with 1.9M reactions from USPTO patents (1976-2016). The task is: Predict the product of the given reaction. (1) Given the reactants [Cl:1][C:2]1[CH:3]=[C:4]([C:12]2[S:16][C:15]([C:17]3[CH:22]=[CH:21][N:20]=[C:19]4[N:23]([CH2:26][CH2:27][C:28]([O:30]CC)=[O:29])[CH:24]=[CH:25][C:18]=34)=[N:14][N:13]=2)[CH:5]=[CH:6][C:7]=1[O:8][CH:9]([CH3:11])[CH3:10].[OH-].[Na+].Cl, predict the reaction product. The product is: [Cl:1][C:2]1[CH:3]=[C:4]([C:12]2[S:16][C:15]([C:17]3[CH:22]=[CH:21][N:20]=[C:19]4[N:23]([CH2:26][CH2:27][C:28]([OH:30])=[O:29])[CH:24]=[CH:25][C:18]=34)=[N:14][N:13]=2)[CH:5]=[CH:6][C:7]=1[O:8][CH:9]([CH3:11])[CH3:10]. (2) Given the reactants [CH2:1]([O:3][C:4](=[O:17])[C:5]([C:10]1[CH:15]=[CH:14][N:13]=[C:12]([Br:16])[CH:11]=1)([CH2:8][OH:9])[CH2:6][OH:7])[CH3:2].[C@@:18]12(CS(O)(=O)=O)C(C)(C)C(C[CH2:24]1)C[C:19]2=O, predict the reaction product. The product is: [CH2:1]([O:3][C:4]([C:5]1([C:10]2[CH:15]=[CH:14][N:13]=[C:12]([Br:16])[CH:11]=2)[CH2:8][O:9][C:18]([CH3:24])([CH3:19])[O:7][CH2:6]1)=[O:17])[CH3:2]. (3) Given the reactants [Li+].[OH-].C([O:5][C:6](=[O:27])[CH2:7][N:8]1[C:16]2[CH2:15][CH2:14][CH2:13][C:12](=[O:17])[C:11]=2[C:10]([S:18][C:19]2[CH:24]=[CH:23][C:22]([Cl:25])=[CH:21][CH:20]=2)=[C:9]1[CH3:26])C, predict the reaction product. The product is: [Cl:25][C:22]1[CH:23]=[CH:24][C:19]([S:18][C:10]2[C:11]3[C:12](=[O:17])[CH2:13][CH2:14][CH2:15][C:16]=3[N:8]([CH2:7][C:6]([OH:27])=[O:5])[C:9]=2[CH3:26])=[CH:20][CH:21]=1.